This data is from Full USPTO retrosynthesis dataset with 1.9M reactions from patents (1976-2016). The task is: Predict the reactants needed to synthesize the given product. (1) Given the product [N:21]1([C:11]([C:10]2[CH:9]=[C:8]([CH:16]=[CH:15][CH:14]=2)[O:7][C:6]2[CH:5]=[CH:4][C:3]([CH:1]=[O:2])=[CH:18][CH:17]=2)=[O:13])[CH2:22][CH2:24][CH2:27][CH2:25]1, predict the reactants needed to synthesize it. The reactants are: [CH:1]([C:3]1[CH:18]=[CH:17][C:6]([O:7][C:8]2[CH:9]=[C:10]([CH:14]=[CH:15][CH:16]=2)[C:11]([OH:13])=O)=[CH:5][CH:4]=1)=[O:2].CC[N:21]([CH:25]([CH3:27])C)[CH:22]([CH3:24])C.CN(C(ON1N=NC2C=CC=CC1=2)=[N+](C)C)C.[B-](F)(F)(F)F.N1CCCC1. (2) Given the product [ClH:19].[OH:1][C:2]1([C:13]([NH:15][CH2:16][CH:17]=[CH2:18])=[O:14])[CH2:5][NH:4][CH2:3]1, predict the reactants needed to synthesize it. The reactants are: [OH:1][C:2]1([C:13]([NH:15][CH2:16][CH:17]=[CH2:18])=[O:14])[CH2:5][N:4](C(OC(C)(C)C)=O)[CH2:3]1.[ClH:19].O1CCOCC1. (3) The reactants are: [CH3:1][O:2][C:3](=[O:15])[CH2:4][C:5]1[CH:10]=[CH:9][C:8]([OH:11])=[C:7]([N+:12]([O-])=O)[CH:6]=1. Given the product [CH3:1][O:2][C:3](=[O:15])[CH2:4][C:5]1[CH:10]=[CH:9][C:8]([OH:11])=[C:7]([NH2:12])[CH:6]=1, predict the reactants needed to synthesize it. (4) Given the product [CH2:17]([O:24][C:25](=[O:35])[NH:26][CH2:27][CH:28]1[CH2:33][CH2:32][CH2:31][CH:30]([NH:34][C:13]([C:12]2[C:8]([C:3]3[CH:4]=[N:5][CH:6]=[CH:7][C:2]=3[Cl:1])=[N:9][O:10][C:11]=2[CH3:16])=[O:15])[CH2:29]1)[C:18]1[CH:19]=[CH:20][CH:21]=[CH:22][CH:23]=1, predict the reactants needed to synthesize it. The reactants are: [Cl:1][C:2]1[CH:7]=[CH:6][N:5]=[CH:4][C:3]=1[C:8]1[C:12]([C:13]([OH:15])=O)=[C:11]([CH3:16])[O:10][N:9]=1.[CH2:17]([O:24][C:25](=[O:35])[NH:26][CH2:27][CH:28]1[CH2:33][CH2:32][CH2:31][CH:30]([NH2:34])[CH2:29]1)[C:18]1[CH:23]=[CH:22][CH:21]=[CH:20][CH:19]=1.Cl.CN(C)CCCN=C=NCC.ON1C2N=CC=CC=2N=N1.C(N(CC)C(C)C)(C)C. (5) Given the product [NH2:27][CH2:26][CH2:25][CH2:24][N:21]1[CH2:20][CH:19]=[C:18]([C:14]2[CH:13]=[C:12]([NH:11][C:8](=[O:10])[CH3:9])[CH:17]=[CH:16][CH:15]=2)[CH2:23][CH2:22]1, predict the reactants needed to synthesize it. The reactants are: C(O)(C(F)(F)F)=O.[C:8]([NH:11][C:12]1[CH:13]=[C:14]([C:18]2[CH2:19][CH2:20][N:21]([CH2:24][CH2:25][CH2:26][NH:27]C(=O)OC(C)(C)C)[CH2:22][CH:23]=2)[CH:15]=[CH:16][CH:17]=1)(=[O:10])[CH3:9].C([O-])(O)=O.[Na+]. (6) Given the product [C:1]([O:4][C:5]1[CH:6]=[CH:7][C:8]([C:9](=[O:11])[NH:14][C:15]2[CH:20]=[CH:19][C:18]([N:21]3[CH2:25][CH2:24][CH:23]([N:26]([CH3:28])[CH3:27])[CH2:22]3)=[CH:17][CH:16]=2)=[CH:12][CH:13]=1)(=[O:3])[CH3:2], predict the reactants needed to synthesize it. The reactants are: [C:1]([O:4][C:5]1[CH:13]=[CH:12][C:8]([C:9]([OH:11])=O)=[CH:7][CH:6]=1)(=[O:3])[CH3:2].[NH2:14][C:15]1[CH:20]=[CH:19][C:18]([N:21]2[CH2:25][CH2:24][CH:23]([N:26]([CH3:28])[CH3:27])[CH2:22]2)=[CH:17][CH:16]=1. (7) Given the product [CH3:15][O:14][C@@H:12]1[CH2:13][NH:8][C@H:9]([C:20]([OH:22])=[O:21])[C@@H:10]([C:16]([O:18][CH3:19])=[O:17])[CH2:11]1, predict the reactants needed to synthesize it. The reactants are: C([N:8]1[CH2:13][C@@H:12]([O:14][CH3:15])[CH2:11][C@H:10]([C:16]([O:18][CH3:19])=[O:17])[C@H:9]1[C:20]([O:22]CC1C=CC=CC=1)=[O:21])C1C=CC=CC=1.[H][H]. (8) Given the product [ClH:33].[ClH:38].[Cl:33][C:30]1[CH:29]=[CH:28][C:27]([CH2:26][O:25][C:22]2[CH:23]=[CH:24][N:19]([C:15]3[CH:16]=[CH:17][C:18]4[C:10]5[CH2:9][NH:8][CH2:37][CH2:36][C:11]=5[N:12]([CH3:35])[C:13]=4[CH:14]=3)[C:20](=[O:34])[CH:21]=2)=[CH:32][CH:31]=1, predict the reactants needed to synthesize it. The reactants are: C(OC([N:8]1[CH2:37][CH2:36][C:11]2[N:12]([CH3:35])[C:13]3[CH:14]=[C:15]([N:19]4[CH:24]=[CH:23][C:22]([O:25][CH2:26][C:27]5[CH:32]=[CH:31][C:30]([Cl:33])=[CH:29][CH:28]=5)=[CH:21][C:20]4=[O:34])[CH:16]=[CH:17][C:18]=3[C:10]=2[CH2:9]1)=O)(C)(C)C.[ClH:38].